From a dataset of Full USPTO retrosynthesis dataset with 1.9M reactions from patents (1976-2016). Predict the reactants needed to synthesize the given product. (1) Given the product [CH3:21][C:22]1[O:9][C:8]([C:10]2[CH:15]=[CH:14][C:13]([O:16][C:17]([F:20])([F:19])[F:18])=[CH:12][CH:11]=2)=[CH:7][N:5]=1, predict the reactants needed to synthesize it. The reactants are: [Cl-].[Al+3].[Cl-].[Cl-].[N+:5](=[CH:7][C:8]([C:10]1[CH:15]=[CH:14][C:13]([O:16][C:17]([F:20])([F:19])[F:18])=[CH:12][CH:11]=1)=[O:9])=[N-].[CH2:21](OCC)[CH3:22]. (2) Given the product [F:39][C:40]1[CH:41]=[C:42]([NH:48][C:2]2[C:7]([C:8]3[N:13]=[C:12]([CH3:14])[N:11]=[C:10]([NH2:15])[N:9]=3)=[CH:6][CH:5]=[C:4]([O:34][CH2:35][CH2:36][O:37][CH3:38])[N:3]=2)[CH:43]=[N:44][C:45]=1[O:46][CH3:47], predict the reactants needed to synthesize it. The reactants are: F[C:2]1[C:7]([C:8]2[N:13]=[C:12]([CH3:14])[N:11]=[C:10]([N:15](CC3C=CC(OC)=CC=3)CC3C=CC(OC)=CC=3)[N:9]=2)=[CH:6][CH:5]=[C:4]([O:34][CH2:35][CH2:36][O:37][CH3:38])[N:3]=1.[F:39][C:40]1[CH:41]=[C:42]([NH2:48])[CH:43]=[N:44][C:45]=1[O:46][CH3:47]. (3) Given the product [F:14][C:15]1[CH:20]=[C:19]([O:21][CH3:22])[CH:18]=[CH:17][C:16]=1[C:23]([C:25]1[CH:34]=[CH:33][C:32]2[C:27](=[CH:28][CH:29]=[C:30]([O:35][CH3:36])[CH:31]=2)[CH:26]=1)=[O:24], predict the reactants needed to synthesize it. The reactants are: CC(C)=O.OS(O)(=O)=O.O=[Cr](=O)=O.[F:14][C:15]1[CH:20]=[C:19]([O:21][CH3:22])[CH:18]=[CH:17][C:16]=1[CH:23]([C:25]1[CH:34]=[CH:33][C:32]2[C:27](=[CH:28][CH:29]=[C:30]([O:35][CH3:36])[CH:31]=2)[CH:26]=1)[OH:24].CC(C)=O. (4) Given the product [CH:16]12[CH2:17][CH:18]3[CH2:19][CH:20]([CH2:21][CH:22]([CH2:23]3)[CH:15]1[NH:14][C:13]([C:8]1([NH2:7])[CH2:12][CH2:11][CH2:10][CH2:9]1)=[O:25])[CH2:24]2, predict the reactants needed to synthesize it. The reactants are: C(OC(=O)[NH:7][C:8]1([C:13](=[O:25])[NH:14][CH:15]2[CH:22]3[CH2:23][CH:18]4[CH2:19][CH:20]([CH2:24][CH:16]2[CH2:17]4)[CH2:21]3)[CH2:12][CH2:11][CH2:10][CH2:9]1)(C)(C)C.C(O)(C(F)(F)F)=O. (5) Given the product [NH2:20][C:17]1[CH:18]=[CH:19][C:14]([O:13][C:9]2[CH:8]=[C:7]([CH:12]=[CH:11][CH:10]=2)[C:6]([N:5]([C:1]([CH3:4])([CH3:3])[CH3:2])[CH3:25])=[O:24])=[C:15]([Cl:23])[CH:16]=1, predict the reactants needed to synthesize it. The reactants are: [C:1]([N:5]([CH3:25])[C:6](=[O:24])[C:7]1[CH:12]=[CH:11][CH:10]=[C:9]([O:13][C:14]2[CH:19]=[CH:18][C:17]([N+:20]([O-])=O)=[CH:16][C:15]=2[Cl:23])[CH:8]=1)([CH3:4])([CH3:3])[CH3:2]. (6) Given the product [Cl:1][C:2]1[CH:19]=[CH:18][C:5]([CH2:6][O:7][C:8]2[CH:15]=[CH:14][C:11]([CH2:12][C:22]3[C:23]4[C:28](=[N:27][CH:26]=[CH:25][CH:24]=4)[NH:20][CH:21]=3)=[CH:10][C:9]=2[O:16][CH3:17])=[CH:4][CH:3]=1, predict the reactants needed to synthesize it. The reactants are: [Cl:1][C:2]1[CH:19]=[CH:18][C:5]([CH2:6][O:7][C:8]2[CH:15]=[CH:14][C:11]([CH:12]=O)=[CH:10][C:9]=2[O:16][CH3:17])=[CH:4][CH:3]=1.[NH:20]1[C:28]2[C:23](=[CH:24][CH:25]=[CH:26][N:27]=2)[CH:22]=[CH:21]1. (7) The reactants are: [CH:1]1([CH:4]([C:16]2[CH:17]=[N:18][C:19]([O:22][CH3:23])=[CH:20][CH:21]=2)[O:5][C:6]2[CH:13]=[CH:12][C:9]([C:10]#[N:11])=[CH:8][C:7]=2[O:14][CH3:15])[CH2:3][CH2:2]1.[BH4-].[Na+]. Given the product [CH:1]1([CH:4]([C:16]2[CH:17]=[N:18][C:19]([O:22][CH3:23])=[CH:20][CH:21]=2)[O:5][C:6]2[CH:13]=[CH:12][C:9]([CH2:10][NH2:11])=[CH:8][C:7]=2[O:14][CH3:15])[CH2:3][CH2:2]1, predict the reactants needed to synthesize it. (8) Given the product [F:11][CH:2]([F:1])[C:3]1[O:4][C:5]([CH:15]([OH:16])[CH3:14])=[C:6]([OH:10])[C:7](=[O:9])[CH:8]=1, predict the reactants needed to synthesize it. The reactants are: [F:1][CH:2]([F:11])[C:3]1[O:4][CH:5]=[C:6]([OH:10])[C:7](=[O:9])[CH:8]=1.[OH-].[Na+].[CH3:14][CH:15]=[O:16]. (9) Given the product [C:42]([OH:49])(=[O:48])/[CH:43]=[CH:44]/[C:45]([OH:47])=[O:46].[C:1]1([C:7]2[N:11]3[CH:12]=[CH:13][C:14]([C:16]#[N:17])=[CH:15][C:10]3=[N:9][C:8]=2[C:18]2[CH:19]=[CH:20][C:21]([CH2:24][N:25]3[CH2:26][CH2:27][CH:28]([C:31]4[NH:35][C:34]([C:36]5[CH:41]=[CH:40][CH:39]=[CH:38][N:37]=5)=[N:33][N:32]=4)[CH2:29][CH2:30]3)=[CH:22][CH:23]=2)[CH:6]=[CH:5][CH:4]=[CH:3][CH:2]=1, predict the reactants needed to synthesize it. The reactants are: [C:1]1([C:7]2[N:11]3[CH:12]=[CH:13][C:14]([C:16]#[N:17])=[CH:15][C:10]3=[N:9][C:8]=2[C:18]2[CH:23]=[CH:22][C:21]([CH2:24][N:25]3[CH2:30][CH2:29][CH:28]([C:31]4[N:35]=[C:34]([C:36]5[CH:41]=[CH:40][CH:39]=[CH:38][N:37]=5)[NH:33][N:32]=4)[CH2:27][CH2:26]3)=[CH:20][CH:19]=2)[CH:6]=[CH:5][CH:4]=[CH:3][CH:2]=1.[C:42]([OH:49])(=[O:48])/[CH:43]=[CH:44]/[C:45]([OH:47])=[O:46]. (10) The reactants are: Br[C:2]1[N:3]=[C:4]([C:8]#[C:9][C:10]2[N:19]=[C:18]([CH3:20])[C:17]3[C:12](=[C:13]([CH3:21])[CH:14]=[CH:15][CH:16]=3)[N:11]=2)[N:5]([CH3:7])[CH:6]=1.[NH:22]1[CH2:26][CH2:25][CH2:24][C:23]1=[O:27]. Given the product [CH3:20][C:18]1[C:17]2[C:12](=[C:13]([CH3:21])[CH:14]=[CH:15][CH:16]=2)[N:11]=[C:10]([C:9]#[C:8][C:4]2[N:5]([CH3:7])[CH:6]=[C:2]([N:22]3[CH2:26][CH2:25][CH2:24][C:23]3=[O:27])[N:3]=2)[N:19]=1, predict the reactants needed to synthesize it.